The task is: Predict which catalyst facilitates the given reaction.. This data is from Catalyst prediction with 721,799 reactions and 888 catalyst types from USPTO. (1) Reactant: C(O[C:6](=[O:24])[NH:7][C@@H:8]([CH2:17][C:18]1[CH:23]=[CH:22][CH:21]=[CH:20][CH:19]=1)[CH:9]([C:11](=[O:16])[NH:12][CH:13]1[CH2:15][CH2:14]1)[OH:10])(C)(C)C.FC(F)(F)C(O)=O.C(N(CC)C(C)C)(C)C.[CH2:41]([O:48][C:49]([NH:51][C@@H:52]([CH3:70])[C:53]([NH:55][C@@H:56]([CH2:60][C:61]1[C:69]2[C:64](=[CH:65][CH:66]=[CH:67][CH:68]=2)[NH:63][CH:62]=1)C(O)=O)=[O:54])=[O:50])[C:42]1[CH:47]=[CH:46][CH:45]=[CH:44][CH:43]=1.CN(C(ON1N=NC2C=CC=NC1=2)=[N+](C)C)C.F[P-](F)(F)(F)(F)F. Product: [CH2:41]([O:48][C:49](=[O:50])[NH:51][C@H:52]([C:53](=[O:54])[NH:55][C@H:56]([C:6](=[O:24])[NH:7][C@@H:8]([CH2:17][C:18]1[CH:19]=[CH:20][CH:21]=[CH:22][CH:23]=1)[CH:9]([C:11](=[O:16])[NH:12][CH:13]1[CH2:14][CH2:15]1)[OH:10])[CH2:60][C:61]1[C:69]2[C:64](=[CH:65][CH:66]=[CH:67][CH:68]=2)[NH:63][CH:62]=1)[CH3:70])[C:42]1[CH:43]=[CH:44][CH:45]=[CH:46][CH:47]=1. The catalyst class is: 4. (2) Reactant: [NH2:1][CH:2]([C:6]1[CH:11]=[CH:10][CH:9]=[CH:8][C:7]=1[F:12])[C:3]([OH:5])=[O:4].[OH-].[Na+].[C:15](O[C:15]([O:17][C:18]([CH3:21])([CH3:20])[CH3:19])=[O:16])([O:17][C:18]([CH3:21])([CH3:20])[CH3:19])=[O:16]. Product: [C:18]([O:17][C:15]([NH:1][CH:2]([C:6]1[CH:11]=[CH:10][CH:9]=[CH:8][C:7]=1[F:12])[C:3]([OH:5])=[O:4])=[O:16])([CH3:21])([CH3:20])[CH3:19]. The catalyst class is: 20.